From a dataset of Full USPTO retrosynthesis dataset with 1.9M reactions from patents (1976-2016). Predict the reactants needed to synthesize the given product. Given the product [OH:7][CH:6]([C:5]1[CH:8]=[CH:9][C:2]([CH3:1])=[CH:3][CH:4]=1)[C:14]#[N:15], predict the reactants needed to synthesize it. The reactants are: [CH3:1][C:2]1[CH:9]=[CH:8][C:5]([CH:6]=[O:7])=[CH:4][CH:3]=1.C[Si]([C:14]#[N:15])(C)C.